From a dataset of Reaction yield outcomes from USPTO patents with 853,638 reactions. Predict the reaction yield, written as a fraction of the theoretical maximum amount of product (1.0 means a 100% yield; for example, 0.34 means a 34% yield). (1) The reactants are [Cl:1][C:2]1[CH:3]=[C:4]([CH:7]=[CH:8][C:9]=1[OH:10])[CH:5]=[O:6].C1(P(C2C=CC=CC=2)C2C=CC=CC=2)C=CC=CC=1.[CH3:30][C:31]1[C:36]([B:37]2[O:41][C:40]([CH3:43])([CH3:42])[C:39]([CH3:45])([CH3:44])[O:38]2)=[CH:35][CH:34]=[CH:33][C:32]=1[CH2:46]O.N(C(OC(C)C)=O)=NC(OC(C)C)=O. The catalyst is C1COCC1. The product is [Cl:1][C:2]1[CH:3]=[C:4]([CH:7]=[CH:8][C:9]=1[O:10][CH2:46][C:32]1[CH:33]=[CH:34][CH:35]=[C:36]([B:37]2[O:38][C:39]([CH3:44])([CH3:45])[C:40]([CH3:43])([CH3:42])[O:41]2)[C:31]=1[CH3:30])[CH:5]=[O:6]. The yield is 0.980. (2) The reactants are [F:1][CH:2]([F:35])[C:3]1[N:7]([C:8]2[N:13]=[C:12]([N:14]3[CH2:19][CH2:18][O:17][CH2:16][CH2:15]3)[N:11]=[C:10]([NH:20][CH:21]3[CH2:24][N:23]([S:25]([CH3:28])(=[O:27])=[O:26])[CH2:22]3)[N:9]=2)[C:6]2[CH:29]=[CH:30][CH:31]=[C:32]([O:33][CH3:34])[C:5]=2[N:4]=1.[H-].[Na+].I[CH3:39].O. The catalyst is CN(C=O)C. The product is [F:35][CH:2]([F:1])[C:3]1[N:7]([C:8]2[N:13]=[C:12]([N:14]3[CH2:15][CH2:16][O:17][CH2:18][CH2:19]3)[N:11]=[C:10]([N:20]([CH3:39])[CH:21]3[CH2:22][N:23]([S:25]([CH3:28])(=[O:27])=[O:26])[CH2:24]3)[N:9]=2)[C:6]2[CH:29]=[CH:30][CH:31]=[C:32]([O:33][CH3:34])[C:5]=2[N:4]=1. The yield is 0.890. (3) The catalyst is C(Cl)(Cl)Cl.[O-2].[O-2].[Mn+4]. The reactants are [Cl:1][C:2]1[CH:9]=[C:8]([C:10]([CH3:13])([CH3:12])[CH3:11])[CH:7]=[CH:6][C:3]=1[CH2:4][OH:5]. The product is [Cl:1][C:2]1[CH:9]=[C:8]([C:10]([CH3:13])([CH3:12])[CH3:11])[CH:7]=[CH:6][C:3]=1[CH:4]=[O:5]. The yield is 0.790. (4) The reactants are [BH4-].[Na+].[CH3:3][O:4][C:5]1[CH:6]=[C:7]([C:14](=[O:21])[CH2:15][C:16]([O:18][CH2:19][CH3:20])=[O:17])[CH:8]=[CH:9][C:10]=1[N+:11]([O-:13])=[O:12].Cl. The catalyst is C(O)C.C(OCC)(=O)C. The product is [CH3:3][O:4][C:5]1[CH:6]=[C:7]([CH:14]([OH:21])[CH2:15][C:16]([O:18][CH2:19][CH3:20])=[O:17])[CH:8]=[CH:9][C:10]=1[N+:11]([O-:13])=[O:12]. The yield is 0.760. (5) The reactants are O=[C:2]([CH3:20])[CH2:3][NH:4][C:5]([C:7]1[CH:8]=[N:9][C:10]2[C:15]([C:16]=1[O:17][CH3:18])=[CH:14][C:13]([I:19])=[CH:12][CH:11]=2)=[O:6].[OH-].COC(NS([N+](CC)(CC)CC)(=O)=O)=O. The catalyst is C1COCC1. The product is [I:19][C:13]1[CH:14]=[C:15]2[C:10](=[CH:11][CH:12]=1)[N:9]=[CH:8][C:7]([C:5]1[O:6][C:2]([CH3:20])=[CH:3][N:4]=1)=[C:16]2[O:17][CH3:18]. The yield is 0.400.